From a dataset of NCI-60 drug combinations with 297,098 pairs across 59 cell lines. Regression. Given two drug SMILES strings and cell line genomic features, predict the synergy score measuring deviation from expected non-interaction effect. (1) Drug 1: CN(C)C1=NC(=NC(=N1)N(C)C)N(C)C. Drug 2: CCCCC(=O)OCC(=O)C1(CC(C2=C(C1)C(=C3C(=C2O)C(=O)C4=C(C3=O)C=CC=C4OC)O)OC5CC(C(C(O5)C)O)NC(=O)C(F)(F)F)O. Cell line: PC-3. Synergy scores: CSS=3.34, Synergy_ZIP=0.0946, Synergy_Bliss=2.00, Synergy_Loewe=3.98, Synergy_HSA=1.10. (2) Drug 1: C1CN(P(=O)(OC1)NCCCl)CCCl. Drug 2: CC(C)CN1C=NC2=C1C3=CC=CC=C3N=C2N. Cell line: COLO 205. Synergy scores: CSS=-1.27, Synergy_ZIP=3.04, Synergy_Bliss=4.85, Synergy_Loewe=0.0421, Synergy_HSA=0.546. (3) Drug 1: CN1CCC(CC1)COC2=C(C=C3C(=C2)N=CN=C3NC4=C(C=C(C=C4)Br)F)OC. Drug 2: CC1=CC2C(CCC3(C2CCC3(C(=O)C)OC(=O)C)C)C4(C1=CC(=O)CC4)C. Cell line: OVCAR3. Synergy scores: CSS=14.8, Synergy_ZIP=-4.11, Synergy_Bliss=1.72, Synergy_Loewe=-16.6, Synergy_HSA=-0.558. (4) Drug 1: C1=CN(C(=O)N=C1N)C2C(C(C(O2)CO)O)O.Cl. Drug 2: C1CN(CCN1C(=O)CCBr)C(=O)CCBr. Cell line: ACHN. Synergy scores: CSS=82.9, Synergy_ZIP=1.56, Synergy_Bliss=1.80, Synergy_Loewe=2.01, Synergy_HSA=5.59.